Dataset: Catalyst prediction with 721,799 reactions and 888 catalyst types from USPTO. Task: Predict which catalyst facilitates the given reaction. (1) Reactant: [CH3:1][O:2][CH2:3][CH2:4][N:5]1[CH:14]([C:15]2[S:16][CH:17]=[CH:18][CH:19]=2)[CH:13]([C:20](O)=[O:21])[C:12]2[C:7](=[CH:8][C:9]([N+:23]([O-:25])=[O:24])=[CH:10][CH:11]=2)[C:6]1=[O:26].[CH3:27][O:28][C:29]1[CH:30]=[C:31]([CH:33]=[CH:34][CH:35]=1)[NH2:32].N=C=N. Product: [CH3:1][O:2][CH2:3][CH2:4][N:5]1[CH:14]([C:15]2[S:16][CH:17]=[CH:18][CH:19]=2)[CH:13]([C:20]([NH:32][C:31]2[CH:33]=[CH:34][CH:35]=[C:29]([O:28][CH3:27])[CH:30]=2)=[O:21])[C:12]2[C:7](=[CH:8][C:9]([N+:23]([O-:25])=[O:24])=[CH:10][CH:11]=2)[C:6]1=[O:26]. The catalyst class is: 4. (2) Reactant: [OH-].[Na+].C[O:4][C:5](=[O:29])[CH2:6][C:7]1[C:15]2[C:10](=[N:11][CH:12]=[CH:13][CH:14]=2)[N:9]([CH2:16][C:17]2[CH:22]=[CH:21][C:20]([C:23]([F:26])([F:25])[F:24])=[CH:19][CH:18]=2)[C:8]=1[CH2:27][CH3:28]. Product: [CH2:27]([C:8]1[N:9]([CH2:16][C:17]2[CH:18]=[CH:19][C:20]([C:23]([F:26])([F:24])[F:25])=[CH:21][CH:22]=2)[C:10]2=[N:11][CH:12]=[CH:13][CH:14]=[C:15]2[C:7]=1[CH2:6][C:5]([OH:29])=[O:4])[CH3:28]. The catalyst class is: 36. (3) Reactant: C([O:3][C:4]([C:6]1[C:15](=[O:16])[C:14]2[C:9](=[CH:10][C:11]([O:26][CH3:27])=[C:12]([CH2:17][C:18]3[CH:23]=[CH:22][CH:21]=[C:20]([Cl:24])[C:19]=3[F:25])[CH:13]=2)[N:8]([C@H:28]([C:32](C)(C)[O:33][SiH2]C(C)(C)C)[CH:29]([CH3:31])[CH3:30])[CH:7]=1)=[O:5])C.C(O)(C)C.[OH-].[Na+]. Product: [Cl:24][C:20]1[C:19]([F:25])=[C:18]([CH:23]=[CH:22][CH:21]=1)[CH2:17][C:12]1[CH:13]=[C:14]2[C:9](=[CH:10][C:11]=1[O:26][CH3:27])[N:8]([C@H:28]([CH2:32][OH:33])[CH:29]([CH3:31])[CH3:30])[CH:7]=[C:6]([C:4]([OH:5])=[O:3])[C:15]2=[O:16]. The catalyst class is: 194.